Dataset: Catalyst prediction with 721,799 reactions and 888 catalyst types from USPTO. Task: Predict which catalyst facilitates the given reaction. (1) Reactant: [CH2:1]([NH:3][C:4]1[CH:9]=[CH:8][C:7]([O:10][CH3:11])=[CH:6][CH:5]=1)[CH3:2].C(N(C(C)C)C(C)C)C.Cl[C:22](Cl)([O:24]C(=O)OC(Cl)(Cl)Cl)Cl.Cl.[CH3:34][O:35][C:36]1[CH:37]=[C:38]([C:42]([CH:44]2[CH2:49][CH2:48][NH:47][CH2:46][CH2:45]2)=[O:43])[CH:39]=[CH:40][CH:41]=1. Product: [CH2:1]([N:3]([C:4]1[CH:9]=[CH:8][C:7]([O:10][CH3:11])=[CH:6][CH:5]=1)[C:22]([N:47]1[CH2:48][CH2:49][CH:44]([C:42](=[O:43])[C:38]2[CH:39]=[CH:40][CH:41]=[C:36]([O:35][CH3:34])[CH:37]=2)[CH2:45][CH2:46]1)=[O:24])[CH3:2]. The catalyst class is: 2. (2) Reactant: [CH3:1][O:2][C:3]([C:5]1[S:12][C:11]2[CH:10]=[C:9]([C:13]3[CH:14]=[C:15]4[C:20](=[CH:21][CH:22]=3)[N:19]=[C:18]([C:23]3[CH:28]=[CH:27][CH:26]=[CH:25][C:24]=3[F:29])[CH:17]=[CH:16]4)[NH:8][C:7]=2[CH:6]=1)=[O:4].[C:30]1(=O)[CH2:35][CH2:34][CH2:33][CH2:32][CH2:31]1.C(OC(=O)C)(=O)C.OP(O)(O)=O. Product: [CH3:1][O:2][C:3]([C:5]1[S:12][C:11]2[C:10]([C:30]3[CH2:35][CH2:34][CH2:33][CH2:32][CH:31]=3)=[C:9]([C:13]3[CH:14]=[C:15]4[C:20](=[CH:21][CH:22]=3)[N:19]=[C:18]([C:23]3[CH:28]=[CH:27][CH:26]=[CH:25][C:24]=3[F:29])[CH:17]=[CH:16]4)[NH:8][C:7]=2[CH:6]=1)=[O:4]. The catalyst class is: 15.